This data is from Forward reaction prediction with 1.9M reactions from USPTO patents (1976-2016). The task is: Predict the product of the given reaction. Given the reactants [Cl:1][C:2]1[C:18]([Cl:19])=[C:17]([CH2:20][CH2:21][C:22](=[O:38])[C:23]2[S:24][C:25]([C:28]3[CH:33]=[CH:32][C:31]([C:34]([F:37])([F:36])[F:35])=[CH:30][CH:29]=3)=[CH:26][CH:27]=2)[CH:16]=[CH:15][C:3]=1[O:4][CH2:5][CH2:6][CH2:7][C:8]([CH3:14])([CH3:13])[C:9]([O:11]C)=[O:10].[OH-].[Na+], predict the reaction product. The product is: [Cl:1][C:2]1[C:18]([Cl:19])=[C:17]([CH2:20][CH2:21][C:22](=[O:38])[C:23]2[S:24][C:25]([C:28]3[CH:33]=[CH:32][C:31]([C:34]([F:35])([F:36])[F:37])=[CH:30][CH:29]=3)=[CH:26][CH:27]=2)[CH:16]=[CH:15][C:3]=1[O:4][CH2:5][CH2:6][CH2:7][C:8]([CH3:14])([CH3:13])[C:9]([OH:11])=[O:10].